This data is from Peptide-MHC class II binding affinity with 134,281 pairs from IEDB. The task is: Regression. Given a peptide amino acid sequence and an MHC pseudo amino acid sequence, predict their binding affinity value. This is MHC class II binding data. (1) The binding affinity (normalized) is 0.369. The peptide sequence is PDNVKPIYIVTPTNA. The MHC is DRB1_0901 with pseudo-sequence DRB1_0901. (2) The peptide sequence is LHFSEALHIIAGTPE. The MHC is DRB1_0401 with pseudo-sequence DRB1_0401. The binding affinity (normalized) is 0.430. (3) The peptide sequence is SVKRSNGSAEVHRGA. The MHC is DRB1_1101 with pseudo-sequence DRB1_1101. The binding affinity (normalized) is 0.0600. (4) The peptide sequence is MGQLISFFGEIPSII. The MHC is DRB1_1501 with pseudo-sequence DRB1_1501. The binding affinity (normalized) is 0.180. (5) The MHC is HLA-DQA10501-DQB10301 with pseudo-sequence HLA-DQA10501-DQB10301. The peptide sequence is AEHQAIIRDVLTASD. The binding affinity (normalized) is 0.151. (6) The peptide sequence is GELQIVDKIDAAFTI. The MHC is DRB5_0101 with pseudo-sequence DRB5_0101. The binding affinity (normalized) is 0.392. (7) The peptide sequence is YDKFLANVSTVLTGQ. The MHC is DRB1_1101 with pseudo-sequence DRB1_1101. The binding affinity (normalized) is 0.556. (8) The peptide sequence is GSDPKKLVLNIKYTRPGDSL. The MHC is DRB4_0101 with pseudo-sequence DRB4_0103. The binding affinity (normalized) is 0.802. (9) The peptide sequence is KGKDKWIELKESWGA. The MHC is DRB1_1302 with pseudo-sequence DRB1_1302. The binding affinity (normalized) is 0.152. (10) The peptide sequence is EDVGYPIIIDQKYCP. The MHC is DRB1_0405 with pseudo-sequence DRB1_0405. The binding affinity (normalized) is 0.110.